Dataset: Catalyst prediction with 721,799 reactions and 888 catalyst types from USPTO. Task: Predict which catalyst facilitates the given reaction. (1) Reactant: [CH3:1][CH2:2][C:3](=O)[C:4]#[C:5][CH3:6].[CH2:8]([NH:10][NH2:11])[CH3:9]. Product: [CH2:8]([N:10]1[C:5]([CH3:6])=[CH:4][C:3]([CH2:2][CH3:1])=[N:11]1)[CH3:9]. The catalyst class is: 729. (2) Reactant: [CH3:1][O:2][C:3]1[C:4]([CH3:33])=[C:5]([C:24]([O:31][CH3:32])=[C:25]([O:29][CH3:30])[C:26]=1[O:27][CH3:28])[CH2:6][C:7]1[C:8]([O:16][CH2:17][C:18]2[CH:23]=[CH:22][CH:21]=[CH:20][CH:19]=2)=[C:9]([CH:13]=[CH:14][CH:15]=1)[C:10]([OH:12])=[O:11].CO.[CH3:36]CN=C=NCCCN(C)C.Cl. Product: [CH3:1][O:2][C:3]1[C:4]([CH3:33])=[C:5]([C:24]([O:31][CH3:32])=[C:25]([O:29][CH3:30])[C:26]=1[O:27][CH3:28])[CH2:6][C:7]1[C:8]([O:16][CH2:17][C:18]2[CH:23]=[CH:22][CH:21]=[CH:20][CH:19]=2)=[C:9]([CH:13]=[CH:14][CH:15]=1)[C:10]([O:12][CH3:36])=[O:11]. The catalyst class is: 172. (3) Reactant: [F:1][C:2]1[CH:7]=[C:6]([C:8]([CH3:10])=[CH2:9])[CH:5]=[CH:4][C:3]=1[C@@H:11]([NH2:13])[CH3:12].CN1C(=O)CCC1.[C:21](O[C:21]([O:23][C:24]([CH3:27])([CH3:26])[CH3:25])=[O:22])([O:23][C:24]([CH3:27])([CH3:26])[CH3:25])=[O:22].CCOC(C)=O. Product: [F:1][C:2]1[CH:7]=[C:6]([C:8]([CH3:10])=[CH2:9])[CH:5]=[CH:4][C:3]=1[C@@H:11]([NH:13][C:21](=[O:22])[O:23][C:24]([CH3:27])([CH3:26])[CH3:25])[CH3:12]. The catalyst class is: 6. (4) Reactant: [CH4:1].CC.[CH3:4][CH2:5][CH3:6].[CH:7]1[CH:12]=[CH:11][CH:10]=[CH:9][CH:8]=1. Product: [CH:5]1[C:6]2[C:12](=[CH:11][CH:10]=[CH:9][CH:8]=2)[CH:7]=[CH:1][CH:4]=1. The catalyst class is: 11. (5) Reactant: [C:1]([C:3]1[CH:22]=[CH:21][C:6]([C:7]([NH:9][C:10]2[CH:15]=[CH:14][CH:13]=[CH:12][C:11]=2[C:16]2[O:17][CH:18]=[CH:19][CH:20]=2)=[O:8])=[CH:5][C:4]=1[CH3:23])#[N:2].[H-].[Na+].I[CH3:27]. Product: [C:1]([C:3]1[CH:22]=[CH:21][C:6]([C:7]([N:9]([C:10]2[CH:15]=[CH:14][CH:13]=[CH:12][C:11]=2[C:16]2[O:17][CH:18]=[CH:19][CH:20]=2)[CH3:27])=[O:8])=[CH:5][C:4]=1[CH3:23])#[N:2]. The catalyst class is: 3. (6) Reactant: Br[CH2:2][C:3]1[CH2:7][O:6][CH2:5][C:4]=1[C:8]1[C:9]([O:14][CH3:15])=[N:10][CH:11]=[CH:12][CH:13]=1.[OH:16][C:17]1[CH:24]=[CH:23][CH:22]=[C:21]([OH:25])[C:18]=1[CH:19]=[O:20].C([O-])([O-])=O.[K+].[K+].O. Product: [OH:16][C:17]1[CH:24]=[CH:23][CH:22]=[C:21]([O:25][CH2:2][C:3]2[CH2:7][O:6][CH2:5][C:4]=2[C:8]2[C:9]([O:14][CH3:15])=[N:10][CH:11]=[CH:12][CH:13]=2)[C:18]=1[CH:19]=[O:20]. The catalyst class is: 3.